From a dataset of Retrosynthesis with 50K atom-mapped reactions and 10 reaction types from USPTO. Predict the reactants needed to synthesize the given product. (1) Given the product CCOC(=O)NC(=S)Nc1ccc(Oc2cccc(NC(=O)c3ncccc3C)c2)cn1, predict the reactants needed to synthesize it. The reactants are: CCOC(=O)N=C=S.Cc1cccnc1C(=O)Nc1cccc(Oc2ccc(N)nc2)c1. (2) Given the product c1ccc(CNC2CCCc3ccc(OCc4ccncc4)cc32)cc1, predict the reactants needed to synthesize it. The reactants are: NCc1ccccc1.O=C1CCCc2ccc(OCc3ccncc3)cc21. (3) Given the product C/C=C/[C@H](O)C#CC#C[C@@H](CCCCCCCCC)NCCCC, predict the reactants needed to synthesize it. The reactants are: C#C[C@@H](CCCCCCCCC)NCCCC.C/C=C/[C@H](O)C#CBr. (4) The reactants are: CC(C)(C)OC(=O)N1CCC(c2ncc(-c3ccc([N+](=O)[O-])cc3)s2)CC1. Given the product O=[N+]([O-])c1ccc(-c2cnc(C3CCNCC3)s2)cc1, predict the reactants needed to synthesize it. (5) The reactants are: COCC1C2CCC1N(C(=O)OC(C)(C)C)C2CO. Given the product COCC1C2CCC1N(C(=O)OC(C)(C)C)C2C=O, predict the reactants needed to synthesize it. (6) Given the product Cc1onc(-c2ccccc2)c1-c1cn2ccc(C(=O)NCC3CC3)cc2n1, predict the reactants needed to synthesize it. The reactants are: Cc1onc(-c2ccccc2)c1-c1cn2ccc(C(=O)O)cc2n1.NCC1CC1. (7) Given the product Nc1nc(-c2ccco2)c(-c2ccc(=O)n(CCF)c2)c(-c2ccco2)n1, predict the reactants needed to synthesize it. The reactants are: FCCI.Nc1nc(-c2ccco2)c(-c2ccc(=O)[nH]c2)c(-c2ccco2)n1.